Predict which catalyst facilitates the given reaction. From a dataset of Catalyst prediction with 721,799 reactions and 888 catalyst types from USPTO. (1) Reactant: [CH3:1][C:2]([OH:41])([C:4]1[CH:5]=[CH:6][CH:7]=[CH:8][C:9]=1[CH2:10][CH2:11][C@@H:12]([S:32][CH2:33][C:34]1([CH2:37][C:38]([O-:40])=[O:39])[CH2:36][CH2:35]1)[C:13]1[CH:14]=[CH:15][CH:16]=[C:17](/[CH:19]=[CH:20]/[C:21]2[CH:22]=[CH:23][C:24]3[CH:25]=[CH:26][C:27]([Cl:31])=[CH:28][C:29]=3[N:30]=2)[CH:18]=1)[CH3:3].[Na+].Cl. Product: [CH3:3][C:2]([OH:41])([C:4]1[CH:5]=[CH:6][CH:7]=[CH:8][C:9]=1[CH2:10][CH2:11][C@@H:12]([S:32][CH2:33][C:34]1([CH2:37][C:38]([OH:40])=[O:39])[CH2:35][CH2:36]1)[C:13]1[CH:14]=[CH:15][CH:16]=[C:17](/[CH:19]=[CH:20]/[C:21]2[CH:22]=[CH:23][C:24]3[CH:25]=[CH:26][C:27]([Cl:31])=[CH:28][C:29]=3[N:30]=2)[CH:18]=1)[CH3:1]. The catalyst class is: 6. (2) Product: [CH3:4][S:1]([O:18][C@@H:14]1[C@@H:13]([C:10]2[CH:11]=[CH:12][C:7]([F:6])=[CH:8][CH:9]=2)[CH2:17][O:16][CH2:15]1)(=[O:3])=[O:2]. The catalyst class is: 34. Reactant: [S:1](Cl)([CH3:4])(=[O:3])=[O:2].[F:6][C:7]1[CH:12]=[CH:11][C:10]([C@H:13]2[CH2:17][O:16][CH2:15][C@H:14]2[OH:18])=[CH:9][CH:8]=1.CCN(CC)CC. (3) Reactant: [F:1][C:2]1[CH:7]=[CH:6][CH:5]=[CH:4][C:3]=1[C:8]1[N:13]=[CH:12][C:11]([O:14][CH2:15][CH2:16][N:17]2C(=O)C3C(=CC=CC=3)C2=O)=[CH:10][CH:9]=1.O.NN. Product: [F:1][C:2]1[CH:7]=[CH:6][CH:5]=[CH:4][C:3]=1[C:8]1[N:13]=[CH:12][C:11]([O:14][CH2:15][CH2:16][NH2:17])=[CH:10][CH:9]=1. The catalyst class is: 8. (4) Reactant: [Br:1][C:2]1[CH:7]=[CH:6][C:5]([NH2:8])=[C:4]([F:9])[CH:3]=1.[CH2:10]([O:17][C:18]1[CH:27]=[C:26]2[C:21]([C:22](Cl)=[N:23][CH:24]=[N:25]2)=[CH:20][C:19]=1[O:29][CH3:30])[C:11]1[CH:16]=[CH:15][CH:14]=[CH:13][CH:12]=1. Product: [CH2:10]([O:17][C:18]1[CH:27]=[C:26]2[C:21]([C:22]([NH:8][C:5]3[CH:6]=[CH:7][C:2]([Br:1])=[CH:3][C:4]=3[F:9])=[N:23][CH:24]=[N:25]2)=[CH:20][C:19]=1[O:29][CH3:30])[C:11]1[CH:12]=[CH:13][CH:14]=[CH:15][CH:16]=1. The catalyst class is: 32. (5) Reactant: [CH3:1][N:2]([CH3:29])[C:3]1([C:23]2[CH:28]=[CH:27][CH:26]=[CH:25][CH:24]=2)[CH2:8][CH2:7][CH:6]([C:9]2[NH:10][C:11]3[C:16]([C:17]=2[CH2:18][CH2:19][C:20]([OH:22])=[O:21])=[CH:15][CH:14]=[CH:13][CH:12]=3)[CH2:5][CH2:4]1.[Si]([Cl:34])(C)(C)C. Product: [ClH:34].[CH3:29][N:2]([CH3:1])[C:3]1([C:23]2[CH:28]=[CH:27][CH:26]=[CH:25][CH:24]=2)[CH2:8][CH2:7][CH:6]([C:9]2[NH:10][C:11]3[C:16]([C:17]=2[CH2:18][CH2:19][C:20]([OH:22])=[O:21])=[CH:15][CH:14]=[CH:13][CH:12]=3)[CH2:5][CH2:4]1. The catalyst class is: 13. (6) Reactant: [CH:1]1[C:14]2[N:13]([CH2:15][CH2:16][O:17][C:18]3[CH:25]=[CH:24][C:21]([CH:22]=O)=[CH:20][CH:19]=3)[C:12]3[C:7](=[CH:8][CH:9]=[CH:10][CH:11]=3)[S:6][C:5]=2[CH:4]=[CH:3][CH:2]=1.[NH2:26][CH2:27][C:28]([OH:30])=[O:29].[CH2:31](N(CC)CC)[CH3:32].[BH4-].[Na+]. Product: [CH2:31]([O:29][C:28](=[O:30])[CH2:27][NH:26][CH2:22][C:21]1[CH:24]=[CH:25][C:18]([O:17][CH2:16][CH2:15][N:13]2[C:12]3[CH:11]=[CH:10][CH:9]=[CH:8][C:7]=3[S:6][C:5]3[C:14]2=[CH:1][CH:2]=[CH:3][CH:4]=3)=[CH:19][CH:20]=1)[CH3:32]. The catalyst class is: 8. (7) Reactant: C[O:2][C:3]([C:5]1[CH:10]=[N:9][C:8]([CH:11]2[CH2:13][CH2:12]2)=[C:7]([O:14][CH2:15][CH:16]2[CH2:18][CH2:17]2)[N:6]=1)=[O:4].[OH-].[Li+]. Product: [CH:11]1([C:8]2[N:9]=[CH:10][C:5]([C:3]([OH:4])=[O:2])=[N:6][C:7]=2[O:14][CH2:15][CH:16]2[CH2:18][CH2:17]2)[CH2:12][CH2:13]1. The catalyst class is: 20.